Dataset: Catalyst prediction with 721,799 reactions and 888 catalyst types from USPTO. Task: Predict which catalyst facilitates the given reaction. (1) Reactant: [I:1]N1C(=O)CCC1=O.[N:9]1[CH:10]=[CH:11][N:12]2[C:17]=1[CH:16]=[C:15]([C:18]1[CH:19]=[C:20]([CH:25]=[CH:26][CH:27]=1)[C:21]([O:23][CH3:24])=[O:22])[CH:14]=[N:13]2. Product: [I:1][C:11]1[N:12]2[N:13]=[CH:14][C:15]([C:18]3[CH:19]=[C:20]([CH:25]=[CH:26][CH:27]=3)[C:21]([O:23][CH3:24])=[O:22])=[CH:16][C:17]2=[N:9][CH:10]=1. The catalyst class is: 3. (2) Reactant: Cl.N1C=CC=[CH:4][CH:3]=1.C(OC([N:15]1[C:26]2[C:18](=[C:19]3[C:23](=[C:24]([OH:27])[CH:25]=2)NC=[C:20]3[CH3:28])[C@H:17]([CH2:29][Cl:30])[CH2:16]1)=O)(C)(C)C. Product: [Cl:30][CH2:29][C@H:17]1[C:18]2[C:19]3[CH:20]=[CH:28][CH:3]=[CH:4][C:23]=3[C:24]([OH:27])=[CH:25][C:26]=2[NH:15][CH2:16]1. The catalyst class is: 3. (3) Product: [Br:22][C:8]1[C:9](=[O:21])[N:10]([CH2:13][C:14]2[CH:19]=[CH:18][CH:17]=[C:16]([F:20])[CH:15]=2)[CH:11]=[CH:12][C:7]=1[Br:26]. Reactant: FC(F)(F)S(O[C:7]1[CH:12]=[CH:11][N:10]([CH2:13][C:14]2[CH:19]=[CH:18][CH:17]=[C:16]([F:20])[CH:15]=2)[C:9](=[O:21])[C:8]=1[Br:22])(=O)=O.[K+].[Br-:26].C1OCCOCCOCCOCCOCCOC1. The catalyst class is: 80. (4) Reactant: [N:1]([CH2:4][CH2:5][CH:6]1[CH:11]([NH:12]C(OC(C)(C)C)=O)[CH2:10][CH2:9][CH2:8][N:7]1[C:20]([O:22][CH2:23][C:24]1[CH:29]=[CH:28][CH:27]=[CH:26][CH:25]=1)=[O:21])=[N+:2]=[N-:3].[ClH:30].O1CCOCC1. Product: [ClH:30].[NH2:12][CH:11]1[CH2:10][CH2:9][CH2:8][N:7]([C:20]([O:22][CH2:23][C:24]2[CH:25]=[CH:26][CH:27]=[CH:28][CH:29]=2)=[O:21])[CH:6]1[CH2:5][CH2:4][N:1]=[N+:2]=[N-:3]. The catalyst class is: 5. (5) Reactant: C(Cl)(=O)C(Cl)=O.CS(C)=O.[C:11]([C:13]1[CH:17]=[C:16]([CH:18]([OH:22])[CH:19]([CH3:21])[CH3:20])[S:15][CH:14]=1)#[N:12].C(N(CC)CC)C. Product: [C:11]([C:13]1[CH:17]=[C:16]([C:18](=[O:22])[CH:19]([CH3:20])[CH3:21])[S:15][CH:14]=1)#[N:12]. The catalyst class is: 124. (6) Reactant: [CH2:1]([O:3][C:4]1[C:8]([CH2:9][CH2:10][CH2:11][O:12][C:13]2[CH:18]=[CH:17][C:16]([CH2:19][CH2:20][C:21]([O:23]CC)=[O:22])=[CH:15][C:14]=2[OH:26])=[CH:7][N:6]([C:27]2[CH:32]=[CH:31][C:30]([C:33]([F:36])([F:35])[F:34])=[CH:29][N:28]=2)[N:5]=1)[CH3:2].[OH-].[Na+].O1CCCC1.Cl. Product: [CH2:1]([O:3][C:4]1[C:8]([CH2:9][CH2:10][CH2:11][O:12][C:13]2[CH:18]=[CH:17][C:16]([CH2:19][CH2:20][C:21]([OH:23])=[O:22])=[CH:15][C:14]=2[OH:26])=[CH:7][N:6]([C:27]2[CH:32]=[CH:31][C:30]([C:33]([F:34])([F:36])[F:35])=[CH:29][N:28]=2)[N:5]=1)[CH3:2]. The catalyst class is: 5. (7) Reactant: [C:1]([O:9][C@@H:10]1[C@H:15]([O:16][C:17](=[O:24])[C:18]2[CH:23]=[CH:22][CH:21]=[CH:20][CH:19]=2)[C@@H:14]([O:25][C:26](=[O:33])[C:27]2[CH:32]=[CH:31][CH:30]=[CH:29][CH:28]=2)[C@H:13]([CH3:34])[O:12][C@H:11]1[O:35][C@@H:36]1[C@H:45]([O:46][CH2:47][C:48]2[CH:53]=[CH:52][CH:51]=[CH:50][CH:49]=2)[C@@H:44]([O:54][CH2:55][C:56]2[CH:61]=[CH:60][CH:59]=[CH:58][CH:57]=2)[C@H:43]([CH3:62])[O:42][C@H:37]1[O:38]CC=C)(=[O:8])[C:2]1[CH:7]=[CH:6][CH:5]=[CH:4][CH:3]=1. Product: [C:1]([O:9][C@@H:10]1[C@H:15]([O:16][C:17](=[O:24])[C:18]2[CH:19]=[CH:20][CH:21]=[CH:22][CH:23]=2)[C@@H:14]([O:25][C:26](=[O:33])[C:27]2[CH:32]=[CH:31][CH:30]=[CH:29][CH:28]=2)[C@H:13]([CH3:34])[O:12][C@H:11]1[O:35][C@@H:36]1[C@H:45]([O:46][CH2:47][C:48]2[CH:49]=[CH:50][CH:51]=[CH:52][CH:53]=2)[C@@H:44]([O:54][CH2:55][C:56]2[CH:57]=[CH:58][CH:59]=[CH:60][CH:61]=2)[C@H:43]([CH3:62])[O:42][C@H:37]1[OH:38])(=[O:8])[C:2]1[CH:7]=[CH:6][CH:5]=[CH:4][CH:3]=1. The catalyst class is: 1. (8) Reactant: [F:1][C:2]1[CH:7]=[C:6]([C:8]([F:11])([F:10])[F:9])[CH:5]=[CH:4][C:3]=1[CH2:12][C:13]#[N:14]. Product: [F:1][C:2]1[CH:7]=[C:6]([C:8]([F:10])([F:11])[F:9])[CH:5]=[CH:4][C:3]=1[CH2:12][CH2:13][NH2:14]. The catalyst class is: 7. (9) The catalyst class is: 9. Product: [CH3:19][O:20][C:21]1[CH:28]=[CH:27][CH:26]=[CH:25][C:22]=1[CH2:23][N:7]1[C:8]([CH2:10][CH2:11][C:12]([O:14][CH2:15][CH3:16])=[O:13])=[CH:9][C:5]([O:4][CH:1]([CH3:3])[CH3:2])=[N:6]1. Reactant: [CH:1]([O:4][C:5]1[CH:9]=[C:8]([CH2:10][CH2:11][C:12]([O:14][CH2:15][CH3:16])=[O:13])[NH:7][N:6]=1)([CH3:3])[CH3:2].[H-].[Na+].[CH3:19][O:20][C:21]1[CH:28]=[CH:27][CH:26]=[CH:25][C:22]=1[CH2:23]Cl.Cl.